Dataset: Peptide-MHC class I binding affinity with 185,985 pairs from IEDB/IMGT. Task: Regression. Given a peptide amino acid sequence and an MHC pseudo amino acid sequence, predict their binding affinity value. This is MHC class I binding data. (1) The binding affinity (normalized) is 0.176. The peptide sequence is VPVWKEATTTL. The MHC is HLA-A23:01 with pseudo-sequence HLA-A23:01. (2) The peptide sequence is HSKKKCDEL. The MHC is HLA-A01:01 with pseudo-sequence HLA-A01:01. The binding affinity (normalized) is 0.245. (3) The peptide sequence is LWILDRLFFK. The MHC is HLA-A03:01 with pseudo-sequence HLA-A03:01. The binding affinity (normalized) is 0.340. (4) The peptide sequence is RPRRASSPF. The MHC is HLA-B07:02 with pseudo-sequence HLA-B07:02. The binding affinity (normalized) is 0.898. (5) The peptide sequence is FLKKGLGICY. The MHC is Mamu-B17 with pseudo-sequence Mamu-B17. The binding affinity (normalized) is 0.116. (6) The peptide sequence is FSYRMGDV. The MHC is H-2-Db with pseudo-sequence H-2-Db. The binding affinity (normalized) is 0. (7) The peptide sequence is TLVGLAIGLVLL. The MHC is HLA-A02:03 with pseudo-sequence HLA-A02:03. The binding affinity (normalized) is 0.401. (8) The MHC is HLA-A02:01 with pseudo-sequence HLA-A02:01. The binding affinity (normalized) is 0. The peptide sequence is LTQVKELGI.